Dataset: Forward reaction prediction with 1.9M reactions from USPTO patents (1976-2016). Task: Predict the product of the given reaction. (1) Given the reactants [F:1][C:2]1[CH:3]=[C:4]([C:14]2[NH:23][C:22](=[O:24])[C:21]3[C:16](=[CH:17][C:18]([O:27][CH3:28])=[C:19]([O:25]C)[CH:20]=3)[N:15]=2)[CH:5]=[CH:6][C:7]=1[C:8]1[CH:13]=[CH:12][CH:11]=[CH:10][CH:9]=1.N[C@H](C(O)=O)CCSC, predict the reaction product. The product is: [F:1][C:2]1[CH:3]=[C:4]([C:14]2[NH:23][C:22](=[O:24])[C:21]3[C:16](=[CH:17][C:18]([O:27][CH3:28])=[C:19]([OH:25])[CH:20]=3)[N:15]=2)[CH:5]=[CH:6][C:7]=1[C:8]1[CH:9]=[CH:10][CH:11]=[CH:12][CH:13]=1. (2) Given the reactants [NH2:1][C@@H:2]([CH:52]1[CH2:57][CH2:56][S:55][CH2:54][CH2:53]1)[C:3]([N:5]1[CH2:9][CH2:8][CH2:7][C@H:6]1[C:10]1[NH:11][C:12]([C:15]2[CH:20]=[CH:19][C:18]([C:21]3[CH:22]=[C:23]4[C:28](=[CH:29][CH:30]=3)[CH:27]=[C:26]([C:31]3[NH:35][C:34]([C@@H:36]5[CH2:40][CH2:39][CH2:38][N:37]5[C:41](=[O:51])[C@@H:42]([NH:46][C:47](=[O:50])[O:48][CH3:49])[CH:43]([CH3:45])[CH3:44])=[N:33][CH:32]=3)[CH:25]=[CH:24]4)=[CH:17][CH:16]=2)=[CH:13][N:14]=1)=[O:4].C([O-])([O-])=O.[Na+].[Na+].Cl[C:65]([O:67][CH3:68])=[O:66], predict the reaction product. The product is: [CH3:68][O:67][C:65](=[O:66])[NH:1][C@@H:2]([CH:52]1[CH2:53][CH2:54][S:55][CH2:56][CH2:57]1)[C:3]([N:5]1[CH2:9][CH2:8][CH2:7][C@H:6]1[C:10]1[NH:11][C:12]([C:15]2[CH:20]=[CH:19][C:18]([C:21]3[CH:30]=[CH:29][C:28]4[C:23](=[CH:24][CH:25]=[C:26]([C:31]5[NH:35][C:34]([C@@H:36]6[CH2:40][CH2:39][CH2:38][N:37]6[C:41](=[O:51])[C@@H:42]([NH:46][C:47]([O:48][CH3:49])=[O:50])[CH:43]([CH3:44])[CH3:45])=[N:33][CH:32]=5)[CH:27]=4)[CH:22]=3)=[CH:17][CH:16]=2)=[CH:13][N:14]=1)=[O:4].